Task: Regression/Classification. Given a drug SMILES string, predict its absorption, distribution, metabolism, or excretion properties. Task type varies by dataset: regression for continuous measurements (e.g., permeability, clearance, half-life) or binary classification for categorical outcomes (e.g., BBB penetration, CYP inhibition). Dataset: cyp2d6_veith.. Dataset: CYP2D6 inhibition data for predicting drug metabolism from PubChem BioAssay (1) The result is 0 (non-inhibitor). The molecule is CC(=O)Nc1nc2ccccc2n1Cc1ccccc1. (2) The drug is CN(C)CCCN1CCC2(CCC(C(C)(C)C)CC2)CC1. The result is 0 (non-inhibitor). (3) The compound is COc1ccc(-c2csc(-n3ncc(-c4cccs4)c3N)n2)cc1. The result is 0 (non-inhibitor). (4) The drug is CC(=O)OC[C@@H]1O[C@@H](O/N=C2/C[C@@H](O)[C@@H](O)[C@@H]3[C@@H]4C(=O)N([C@@H](C)c5ccccc5)C(=O)[C@H]4CC[C@@H]23)[C@H](OC(C)=O)[C@H](OC(C)=O)[C@@H]1OC(C)=O. The result is 0 (non-inhibitor). (5) The molecule is CC(C(=O)NC1CCCC1)N(C(=O)c1ccc(-c2ccccc2)[nH]1)c1ccccc1F. The result is 0 (non-inhibitor). (6) The compound is CCOc1cc(-c2noc(N)c2C#N)cc(OCC)c1OCC. The result is 0 (non-inhibitor). (7) The drug is S=c1c2[nH]cnc2ncn1CCSc1ncnc2nc[nH]c12. The result is 0 (non-inhibitor). (8) The molecule is Cc1nc2ncnn2c(C)c1CCC(=O)NCc1ccccc1. The result is 0 (non-inhibitor).